From a dataset of Forward reaction prediction with 1.9M reactions from USPTO patents (1976-2016). Predict the product of the given reaction. Given the reactants [Cl-].[Al+3].[Cl-].[Cl-].CC(OC(=O)[NH:10][C@H:11]1[C:20]2[C:15](=[CH:16][CH:17]=[C:18]([Br:21])[CH:19]=2)[N:14]([C:22](=[O:24])[CH3:23])[C@@H:13]([CH3:25])[CH2:12]1)C.C(N(CC)CC)C.CO, predict the reaction product. The product is: [NH2:10][C@H:11]1[C:20]2[C:15](=[CH:16][CH:17]=[C:18]([Br:21])[CH:19]=2)[N:14]([C:22](=[O:24])[CH3:23])[C@@H:13]([CH3:25])[CH2:12]1.